Dataset: Full USPTO retrosynthesis dataset with 1.9M reactions from patents (1976-2016). Task: Predict the reactants needed to synthesize the given product. (1) Given the product [Br:1][C:2]1[CH:3]=[CH:4][C:5]([O:8][CH2:14][CH:15]2[CH2:20][CH2:19][N:18]([C:21]3[O:25][N:24]=[C:23]([CH:26]([CH3:28])[CH3:27])[N:22]=3)[CH2:17][CH2:16]2)=[CH:6][N:7]=1, predict the reactants needed to synthesize it. The reactants are: [Br:1][C:2]1[N:7]=[CH:6][C:5]([OH:8])=[CH:4][CH:3]=1.CS(O[CH2:14][CH:15]1[CH2:20][CH2:19][N:18]([C:21]2[O:25][N:24]=[C:23]([CH:26]([CH3:28])[CH3:27])[N:22]=2)[CH2:17][CH2:16]1)(=O)=O.C(=O)([O-])[O-].[K+].[K+].CN(C=O)C. (2) Given the product [F:8][C:6]1[CH:7]=[CH:2][C:3]2[C:9]3[C:10]([CH:16]([CH3:17])[N:18]([C:25]([C:24]4[CH:28]=[CH:29][C:21]([OH:20])=[CH:22][CH:23]=4)=[O:26])[C:4]=2[CH:5]=1)=[CH:11][C:12]([F:15])=[CH:13][CH:14]=3, predict the reactants needed to synthesize it. The reactants are: F[C:2]1[CH:7]=[C:6]([F:8])[CH:5]=[CH:4][C:3]=1[C:9]1[CH:14]=[CH:13][C:12]([F:15])=[CH:11][C:10]=1[CH:16]([NH2:18])[CH3:17].C[O:20][C:21]1[CH:29]=[CH:28][C:24]([C:25](Cl)=[O:26])=[CH:23][CH:22]=1.C(N(CC)C(C)C)(C)C.